The task is: Predict the product of the given reaction.. This data is from Forward reaction prediction with 1.9M reactions from USPTO patents (1976-2016). (1) Given the reactants C([O:5][C:6]([CH2:8][C@H:9]([C@H:11]([CH2:13][OH:14])[OH:12])[OH:10])=O)(C)(C)C, predict the reaction product. The product is: [O:5]=[CH:6][CH2:8][C@H:9]([C@H:11]([CH2:13][OH:14])[OH:12])[OH:10]. (2) Given the reactants [CH3:1][C:2]1([CH3:13])[CH2:7][C:6](=[O:8])[CH2:5][CH2:4][C@@H:3]1[C:9]([O:11][CH3:12])=[O:10].[S:14]1[CH:18]=[CH:17][N:16]=[CH:15]1.B(F)(F)F.C([Li])CCC.[OH-].[Na+], predict the reaction product. The product is: [OH:8][C@:6]1([C:15]2[S:14][CH:18]=[CH:17][N:16]=2)[CH2:5][CH2:4][C@H:3]([C:9]([O:11][CH3:12])=[O:10])[C:2]([CH3:13])([CH3:1])[CH2:7]1. (3) Given the reactants [F:1][C:2]1[CH:7]=[CH:6][C:5](/[CH:8]=[CH:9]/[C:10]([NH2:12])=[O:11])=[CH:4][CH:3]=1.[Cl:13][CH2:14][C:15]([CH2:17]Cl)=O, predict the reaction product. The product is: [Cl:13][CH2:14][C:15]1[N:12]=[C:10](/[CH:9]=[CH:8]/[C:5]2[CH:4]=[CH:3][C:2]([F:1])=[CH:7][CH:6]=2)[O:11][CH:17]=1.